Dataset: NCI-60 drug combinations with 297,098 pairs across 59 cell lines. Task: Regression. Given two drug SMILES strings and cell line genomic features, predict the synergy score measuring deviation from expected non-interaction effect. (1) Drug 1: C1C(C(OC1N2C=C(C(=O)NC2=O)F)CO)O. Drug 2: COC1=C2C(=CC3=C1OC=C3)C=CC(=O)O2. Cell line: SW-620. Synergy scores: CSS=25.3, Synergy_ZIP=1.23, Synergy_Bliss=0.495, Synergy_Loewe=-28.6, Synergy_HSA=-1.21. (2) Drug 1: CCCS(=O)(=O)NC1=C(C(=C(C=C1)F)C(=O)C2=CNC3=C2C=C(C=N3)C4=CC=C(C=C4)Cl)F. Drug 2: CC1=C(C(CCC1)(C)C)C=CC(=CC=CC(=CC(=O)O)C)C. Cell line: NCI/ADR-RES. Synergy scores: CSS=-6.67, Synergy_ZIP=1.62, Synergy_Bliss=-5.90, Synergy_Loewe=-7.67, Synergy_HSA=-8.66. (3) Drug 1: CC(C)CN1C=NC2=C1C3=CC=CC=C3N=C2N. Drug 2: C(CCl)NC(=O)N(CCCl)N=O. Cell line: BT-549. Synergy scores: CSS=7.14, Synergy_ZIP=-2.73, Synergy_Bliss=-2.97, Synergy_Loewe=-0.771, Synergy_HSA=-1.23. (4) Cell line: SK-MEL-2. Drug 1: CN(CCCl)CCCl.Cl. Drug 2: N.N.Cl[Pt+2]Cl. Synergy scores: CSS=51.2, Synergy_ZIP=-2.95, Synergy_Bliss=5.24, Synergy_Loewe=-2.38, Synergy_HSA=4.12. (5) Drug 1: CC1=C(C(=CC=C1)Cl)NC(=O)C2=CN=C(S2)NC3=CC(=NC(=N3)C)N4CCN(CC4)CCO. Drug 2: C1CC(=O)NC(=O)C1N2C(=O)C3=CC=CC=C3C2=O. Cell line: OVCAR3. Synergy scores: CSS=23.4, Synergy_ZIP=2.00, Synergy_Bliss=11.3, Synergy_Loewe=-0.232, Synergy_HSA=8.01.